From a dataset of Forward reaction prediction with 1.9M reactions from USPTO patents (1976-2016). Predict the product of the given reaction. Given the reactants [Cl:1][C:2]1[CH:3]=[C:4]([C:9]2[O:13][N:12]=[CH:11][C:10]=2[C:14](OCC)=[O:15])[CH:5]=[C:6]([Cl:8])[CH:7]=1.[H-].C([Al+]CC(C)C)C(C)C.Cl, predict the reaction product. The product is: [Cl:8][C:6]1[CH:5]=[C:4]([C:9]2[O:13][N:12]=[CH:11][C:10]=2[CH2:14][OH:15])[CH:3]=[C:2]([Cl:1])[CH:7]=1.